This data is from Full USPTO retrosynthesis dataset with 1.9M reactions from patents (1976-2016). The task is: Predict the reactants needed to synthesize the given product. Given the product [Cl:1][C:2]1[CH:7]=[CH:6][CH:5]=[C:4]([F:8])[C:3]=1[C:9]1[NH:13][C:12](=[O:14])[N:11]([C:15]2[CH:24]=[CH:23][C:18]([C:19]3[O:20][N:40]=[C:29]([C:30]4[CH:35]=[C:34]([O:36][CH3:37])[CH:33]=[C:32]([O:38][CH3:39])[CH:31]=4)[N:28]=3)=[C:17]([O:25][CH3:26])[CH:16]=2)[N:10]=1, predict the reactants needed to synthesize it. The reactants are: [Cl:1][C:2]1[CH:7]=[CH:6][CH:5]=[C:4]([F:8])[C:3]=1[C:9]1[NH:13][C:12](=[O:14])[N:11]([C:15]2[CH:24]=[CH:23][C:18]([C:19](OC)=[O:20])=[C:17]([O:25][CH3:26])[CH:16]=2)[N:10]=1.O[N:28]=[C:29]([NH2:40])[C:30]1[CH:35]=[C:34]([O:36][CH3:37])[CH:33]=[C:32]([O:38][CH3:39])[CH:31]=1.[H-].[Na+].